Dataset: Reaction yield outcomes from USPTO patents with 853,638 reactions. Task: Predict the reaction yield, written as a fraction of the theoretical maximum amount of product (1.0 means a 100% yield; for example, 0.34 means a 34% yield). (1) The reactants are Br[C:2]1[C:11]2[C:6](=[C:7]([F:13])[C:8]([CH3:12])=[CH:9][CH:10]=2)[N:5]=[C:4]([C:14]([O:16][CH3:17])=[O:15])[CH:3]=1.[CH3:18][N:19]1[CH:23]=[C:22](B2OC(C)(C)C(C)(C)O2)[CH:21]=[N:20]1.[O-]P([O-])([O-])=O.[K+].[K+].[K+]. The catalyst is O1CCOCC1.O. The product is [F:13][C:7]1[C:8]([CH3:12])=[CH:9][CH:10]=[C:11]2[C:6]=1[N:5]=[C:4]([C:14]([O:16][CH3:17])=[O:15])[CH:3]=[C:2]2[C:22]1[CH:21]=[N:20][N:19]([CH3:18])[CH:23]=1. The yield is 0.740. (2) The product is [I:1][C:2]1[CH:3]=[C:4]2[C:9](=[CH:10][CH:11]=1)[O:8][CH2:7][CH2:6][C:5]2=[O:12]. The catalyst is C(Cl)Cl. The reactants are [I:1][C:2]1[CH:3]=[C:4]2[C:9](=[CH:10][CH:11]=1)[O:8][CH2:7][CH2:6][CH:5]2[OH:12].C1C=C[NH+]=CC=1.[O-][Cr](Cl)(=O)=O. The yield is 0.950.